This data is from Reaction yield outcomes from USPTO patents with 853,638 reactions. The task is: Predict the reaction yield, written as a fraction of the theoretical maximum amount of product (1.0 means a 100% yield; for example, 0.34 means a 34% yield). (1) The reactants are [I:1][C:2]1[CH:3]=[C:4]([SH:8])[CH:5]=[CH:6][CH:7]=1.C1(C)C=CC(S(O[CH2:19][CH:20]2[CH2:24][CH2:23][CH2:22][N:21]2[C:25]([O:27][C:28]([CH3:31])([CH3:30])[CH3:29])=[O:26])(=O)=O)=CC=1.[OH-].[K+]. The catalyst is N1C=CC=CC=1.CCOC(C)=O. The product is [I:1][C:2]1[CH:3]=[C:4]([S:8][CH2:19][CH:20]2[CH2:24][CH2:23][CH2:22][N:21]2[C:25]([O:27][C:28]([CH3:29])([CH3:31])[CH3:30])=[O:26])[CH:5]=[CH:6][CH:7]=1. The yield is 0.450. (2) The reactants are [I:1][C:2]1[C:10]2[C:5](=[CH:6][CH:7]=[C:8]([CH3:11])[CH:9]=2)[NH:4][N:3]=1.Br[CH2:13][CH:14]1[CH2:16][CH2:15]1. No catalyst specified. The product is [CH:14]1([CH2:13][N:4]2[C:5]3[C:10](=[CH:9][C:8]([CH3:11])=[CH:7][CH:6]=3)[C:2]([I:1])=[N:3]2)[CH2:16][CH2:15]1. The yield is 0.660. (3) The reactants are Cl.[NH2:2][CH2:3][CH:4]([CH:6]1[CH2:10][CH2:9][O:8][CH2:7]1)[OH:5].[H-].[Na+].[O:13]1[C:17]2[CH:18]=[CH:19][CH:20]=[CH:21][C:16]=2[CH:15]=[C:14]1[C:22]1[N:26]2[N:27]=[C:28](Cl)[CH:29]=[CH:30][C:25]2=[N:24][CH:23]=1. The catalyst is CN(C=O)C. The product is [O:13]1[C:17]2[CH:18]=[CH:19][CH:20]=[CH:21][C:16]=2[CH:15]=[C:14]1[C:22]1[N:26]2[N:27]=[C:28]([O:5][CH:4]([CH:6]3[CH2:10][CH2:9][O:8][CH2:7]3)[CH2:3][NH2:2])[CH:29]=[CH:30][C:25]2=[N:24][CH:23]=1. The yield is 0.300. (4) The reactants are [CH3:1][NH:2][NH2:3].F[C:5]1[CH:12]=[C:11]([N:13]2[CH2:17][CH2:16][N:15]([C:18]3[CH:19]=[N:20][CH:21]=[CH:22][C:23]=3[CH3:24])[C:14]2=[O:25])[CH:10]=[CH:9][C:6]=1[C:7]#[N:8].CO. The catalyst is COCCO.C(Cl)(Cl)Cl. The product is [NH2:8][C:7]1[C:6]2[C:5](=[CH:12][C:11]([N:13]3[CH2:17][CH2:16][N:15]([C:18]4[CH:19]=[N:20][CH:21]=[CH:22][C:23]=4[CH3:24])[C:14]3=[O:25])=[CH:10][CH:9]=2)[N:2]([CH3:1])[N:3]=1. The yield is 0.692. (5) The reactants are [F:1][C:2]([F:14])([F:13])[O:3][C:4]1[CH:9]=[CH:8][C:7](B(O)O)=[CH:6][CH:5]=1.FC(F)(F)S(O[C:21]1[CH:22]=[C:23]([C@H:27]2[CH2:31][C:30]3([CH2:36][CH2:35][N:34]([C:37]([O:39][C:40]([CH3:43])([CH3:42])[CH3:41])=[O:38])[CH2:33][CH2:32]3)[O:29][CH2:28]2)[CH:24]=[CH:25][CH:26]=1)(=O)=O.C1(C)C=CC=CC=1.C(=O)([O-])[O-].[Cs+].[Cs+]. The catalyst is O.C(OCC)(=O)C.[Pd](Cl)Cl.C1(P(C2C=CC=CC=2)[C-]2C=CC=C2)C=CC=CC=1.[C-]1(P(C2C=CC=CC=2)C2C=CC=CC=2)C=CC=C1.[Fe+2].C(O)(C)C. The product is [F:1][C:2]([F:14])([F:13])[O:3][C:4]1[CH:9]=[CH:8][C:7]([C:25]2[CH:26]=[CH:21][CH:22]=[C:23]([C@H:27]3[CH2:31][C:30]4([CH2:32][CH2:33][N:34]([C:37]([O:39][C:40]([CH3:43])([CH3:42])[CH3:41])=[O:38])[CH2:35][CH2:36]4)[O:29][CH2:28]3)[CH:24]=2)=[CH:6][CH:5]=1. The yield is 0.702. (6) The reactants are [C:1]([C:3]([C:15]#[N:16])=[CH:4][C:5]1[CH:6]=[CH:7][C:8]([OH:14])=[C:9]([CH:13]=1)[C:10]([OH:12])=O)#[N:2].[F:17][C:18]([F:31])([F:30])[C:19]1[CH:20]=[C:21]([CH:23]=[C:24]([C:26]([F:29])([F:28])[F:27])[CH:25]=1)[NH2:22]. No catalyst specified. The product is [F:17][C:18]([F:30])([F:31])[C:19]1[CH:20]=[C:21]([NH:22][C:10](=[O:12])[C:9]2[CH:13]=[C:5]([CH:4]=[C:3]([C:1]#[N:2])[C:15]#[N:16])[CH:6]=[CH:7][C:8]=2[OH:14])[CH:23]=[C:24]([C:26]([F:27])([F:29])[F:28])[CH:25]=1. The yield is 0.0910. (7) The reactants are [O:1]1[CH2:5][CH2:4][O:3][CH:2]1[C:6]1[CH:11]=[CH:10][C:9]([CH2:12][OH:13])=[CH:8][C:7]=1[F:14].[H-].[Na+].F[C:18]1[CH:23]=[CH:22][CH:21]=[CH:20][N:19]=1. The catalyst is CN(C)C=O. The product is [O:1]1[CH2:5][CH2:4][O:3][CH:2]1[C:6]1[CH:11]=[CH:10][C:9]([CH2:12][O:13][C:18]2[CH:23]=[CH:22][CH:21]=[CH:20][N:19]=2)=[CH:8][C:7]=1[F:14]. The yield is 0.640. (8) The reactants are [CH3:1][N:2]([CH3:20])[C:3]([C:5]1[N:14]([CH:15]2[CH2:19][CH2:18][CH2:17][CH2:16]2)[C:8]2[N:9]=[C:10](Cl)[N:11]=[CH:12][C:7]=2[CH:6]=1)=[O:4].[C:21]([O:25][C:26]([N:28]1[CH:33]2[CH2:34][CH2:35][CH:29]1[CH2:30][N:31]([C:36]([C:38]1[C:39]([CH3:45])=[N:40][C:41]([NH2:44])=[CH:42][CH:43]=1)=[O:37])[CH2:32]2)=[O:27])([CH3:24])([CH3:23])[CH3:22]. No catalyst specified. The product is [C:21]([O:25][C:26]([N:28]1[CH:29]2[CH2:35][CH2:34][CH:33]1[CH2:32][N:31]([C:36]([C:38]1[C:39]([CH3:45])=[N:40][C:41]([NH:44][C:10]3[N:11]=[CH:12][C:7]4[CH:6]=[C:5]([C:3](=[O:4])[N:2]([CH3:20])[CH3:1])[N:14]([CH:15]5[CH2:19][CH2:18][CH2:17][CH2:16]5)[C:8]=4[N:9]=3)=[CH:42][CH:43]=1)=[O:37])[CH2:30]2)=[O:27])([CH3:24])([CH3:23])[CH3:22]. The yield is 0.270.